From a dataset of Reaction yield outcomes from USPTO patents with 853,638 reactions. Predict the reaction yield, written as a fraction of the theoretical maximum amount of product (1.0 means a 100% yield; for example, 0.34 means a 34% yield). (1) The reactants are [N:1]1[C:6]([C:7]([O:9][CH3:10])=[O:8])=[CH:5][CH:4]=[CH:3][C:2]=1[C:11]([O:13][CH3:14])=[O:12]. The catalyst is CO.Cl. The product is [NH:1]1[C@H:2]([C:11]([O:13][CH3:14])=[O:12])[CH2:3][CH2:4][CH2:5][C@@H:6]1[C:7]([O:9][CH3:10])=[O:8]. The yield is 0.890. (2) The reactants are [CH3:1][C:2]1[CH:3]=[CH:4][C:5]([C:8]2[N:12]([C:13]3[CH:14]=[CH:15][C:16]([S:19]([NH2:22])(=[O:21])=[O:20])=[CH:17][CH:18]=3)[N:11]=[C:10]([C:23]([F:26])([F:25])[F:24])[CH:9]=2)=[CH:6][CH:7]=1.Br[CH2:28][C:29]([O:31][CH3:32])=[O:30].[C:33]([O-:36])([O-])=O.[K+].[K+].[C:39]([O-])(O)=O.[Na+].CN([CH:47]=[O:48])C. No catalyst specified. The product is [CH3:32][O:31][C:29](=[O:30])[CH2:28][N:22]([S:19]([C:16]1[CH:15]=[CH:14][C:13]([N:12]2[C:8]([C:5]3[CH:6]=[CH:7][C:2]([CH3:1])=[CH:3][CH:4]=3)=[CH:9][C:10]([C:23]([F:24])([F:26])[F:25])=[N:11]2)=[CH:18][CH:17]=1)(=[O:21])=[O:20])[CH2:39][C:33]([O:48][CH3:47])=[O:36]. The yield is 0.510. (3) The reactants are CN(C(ON1N=NC2C=CC=NC1=2)=[N+](C)C)C.F[P-](F)(F)(F)(F)F.[C:25]1([S:31][C:32]2[S:33][C:34]([C:37]([OH:39])=O)=[CH:35][N:36]=2)[CH:30]=[CH:29][CH:28]=[CH:27][CH:26]=1.Cl.Cl.[NH2:42][C@@H:43]1[CH:48]2[CH2:49][CH2:50][N:45]([CH2:46][CH2:47]2)[CH2:44]1.CCN(C(C)C)C(C)C.[C:60]([OH:67])(=[O:66])/[CH:61]=[CH:62]/[C:63]([OH:65])=[O:64]. The catalyst is CN(C=O)C.C(Cl)Cl. The product is [C:60]([OH:67])(=[O:66])/[CH:61]=[CH:62]/[C:63]([OH:65])=[O:64].[N:45]12[CH2:50][CH2:49][CH:48]([CH2:47][CH2:46]1)[C@@H:43]([NH:42][C:37]([C:34]1[S:33][C:32]([S:31][C:25]3[CH:26]=[CH:27][CH:28]=[CH:29][CH:30]=3)=[N:36][CH:35]=1)=[O:39])[CH2:44]2. The yield is 0.720. (4) The reactants are ClC1C=CC([NH:8][C:9]([NH:11][C:12]2[CH:17]=[CH:16][CH:15]=[C:14]([C:18]3[CH:23]=[CH:22][CH:21]=[C:20]([N:24]4[CH2:28][CH2:27][CH2:26][CH2:25]4)[N:19]=3)[CH:13]=2)=[O:10])=CC=1.[CH2:29]1[C:38]2[C:33](=[CH:34][CH:35]=[CH:36][CH:37]=2)[CH2:32][CH2:31]N1.CCN(C(C)C)C(C)C. The catalyst is CN(C=O)C. The product is [N:24]1([C:20]2[N:19]=[C:18]([C:14]3[CH:13]=[C:12]([NH:11][C:9]([N:8]4[CH2:31][CH2:32][C:33]5[C:38](=[CH:37][CH:36]=[CH:35][CH:34]=5)[CH2:29]4)=[O:10])[CH:17]=[CH:16][CH:15]=3)[CH:23]=[CH:22][CH:21]=2)[CH2:25][CH2:26][CH2:27][CH2:28]1. The yield is 0.630. (5) The reactants are S(Cl)(Cl)=O.[C:5]1([C:11]2[CH:15]=[CH:14][O:13][C:12]=2C(O)=O)[CH:10]=[CH:9][CH:8]=[CH:7][CH:6]=1.[N-:19]=[N+]=[N-].[Na+].C([O:25][CH2:26]C)C. The catalyst is C1C=CC=CC=1.O. The product is [CH:15]1[C:11]2[C:5]3[CH:6]=[CH:7][CH:8]=[CH:9][C:10]=3[C:26](=[O:25])[NH:19][C:12]=2[O:13][CH:14]=1. The yield is 0.680.